This data is from Orexin1 receptor HTS with 218,158 compounds and 233 confirmed actives. The task is: Binary Classification. Given a drug SMILES string, predict its activity (active/inactive) in a high-throughput screening assay against a specified biological target. (1) The drug is S(=O)(=O)(N1CC(CC1=O)c1ccccc1)c1cc(ccc1)C(=O)Nc1noc(c1)C. The result is 0 (inactive). (2) The drug is Clc1ccc(C(=O)N2CCN=C2c2ccccc2)cc1. The result is 0 (inactive).